From a dataset of Catalyst prediction with 721,799 reactions and 888 catalyst types from USPTO. Predict which catalyst facilitates the given reaction. (1) Reactant: [N+:1]([C:4]1[CH:5]=[CH:6][C:7]2[CH2:8][C@@H:9]3[O:13][C:12](=[O:14])[NH:11][C@@H:10]3[C:15]=2[CH:16]=1)([O-])=O. Product: [NH2:1][C:4]1[CH:5]=[CH:6][C:7]2[CH2:8][C@@H:9]3[O:13][C:12](=[O:14])[NH:11][C@@H:10]3[C:15]=2[CH:16]=1. The catalyst class is: 50. (2) Product: [CH3:1][N:2]1[C:6]2[CH:7]=[CH:8][C:9]([N:11]3[CH:16]=[C:15]([C:17]4[NH:18][C:44](=[O:45])[O:20][N:19]=4)[C:14](=[O:21])[N:13]([CH2:22][C:23]4[CH:28]=[CH:27][CH:26]=[C:25]([C:29]([F:31])([F:32])[F:30])[C:24]=4[CH3:33])[C:12]3=[O:34])=[CH:10][C:5]=2[N:4]([CH3:35])[C:3]1=[O:36]. The catalyst class is: 18. Reactant: [CH3:1][N:2]1[C:6]2[CH:7]=[CH:8][C:9]([N:11]3[CH:16]=[C:15]([C:17](=[N:19][OH:20])[NH2:18])[C:14](=[O:21])[N:13]([CH2:22][C:23]4[CH:28]=[CH:27][CH:26]=[C:25]([C:29]([F:32])([F:31])[F:30])[C:24]=4[CH3:33])[C:12]3=[O:34])=[CH:10][C:5]=2[N:4]([CH3:35])[C:3]1=[O:36].N1C=CC=CC=1.Cl[C:44](OCC(C)C)=[O:45]. (3) Reactant: [CH2:1]([C:3]1[CH:9]=[CH:8][CH:7]=[CH:6][C:4]=1[NH2:5])[CH3:2].[CH:10](=O)/[CH:11]=[CH:12]/[CH3:13].C(OCC)(=O)C. Product: [CH2:1]([C:3]1[CH:9]=[CH:8][CH:7]=[C:6]2[C:4]=1[N:5]=[C:12]([CH3:13])[CH:11]=[CH:10]2)[CH3:2]. The catalyst class is: 33. (4) Reactant: Cl.[F:2][C:3]([F:17])([F:16])[C:4]1[CH:9]=[CH:8][CH:7]=[CH:6][C:5]=1[CH:10]1[CH2:15][CH2:14][NH:13][CH2:12][CH2:11]1.CCN(CC)CC.Cl[C:26](=[O:32])[CH2:27][C:28]([O:30][CH3:31])=[O:29]. Product: [O:32]=[C:26]([N:13]1[CH2:12][CH2:11][CH:10]([C:5]2[CH:6]=[CH:7][CH:8]=[CH:9][C:4]=2[C:3]([F:2])([F:16])[F:17])[CH2:15][CH2:14]1)[CH2:27][C:28]([O:30][CH3:31])=[O:29]. The catalyst class is: 2. (5) The catalyst class is: 23. Product: [Si:1]([O:8][C@@H:9]1[CH2:13][CH2:12][N:11]([C@H:14]([C:37]2[CH:42]=[CH:41][C:40]([Cl:43])=[CH:39][C:38]=2[F:44])[C:15]2[S:19][C:18]([NH:20][C:21]([C:23]3([C:26]4[CH:36]=[CH:35][C:29]5[O:30][C:31]([F:34])([F:33])[O:32][C:28]=5[CH:27]=4)[CH2:24][CH2:25]3)=[O:22])=[N:17][CH:16]=2)[CH2:10]1)([C:4]([CH3:6])([CH3:7])[CH3:5])([CH3:3])[CH3:2]. Reactant: [Si:1]([O:8][C@@H:9]1[CH2:13][CH2:12][N:11]([C@@H:14]([C:37]2[CH:42]=[CH:41][C:40]([Cl:43])=[CH:39][C:38]=2[F:44])[C:15]2[S:19][C:18]([NH:20][C:21]([C:23]3([C:26]4[CH:36]=[CH:35][C:29]5[O:30][C:31]([F:34])([F:33])[O:32][C:28]=5[CH:27]=4)[CH2:25][CH2:24]3)=[O:22])=[N:17][CH:16]=2)[CH2:10]1)([C:4]([CH3:7])([CH3:6])[CH3:5])([CH3:3])[CH3:2].O1C2C=CC(C3(C(NC4SC([C@@H](N5CC[C@@H](O[Si](C(C)(C)C)(C)C)C5)C5C=CC(F)=CC=5Cl)=CN=4)=O)CC3)=CC=2OC1.N[C@@H](C1C=CC(Cl)=CC=1F)C1SC(NC(C2(C3C=CC4OC(F)(F)OC=4C=3)CC2)=O)=NC=1.[Si](O[C@@H](CCl)CC=O)(C(C)(C)C)(C)C. (6) Product: [NH2:1][C:2]1[N:7]=[CH:6][N:5]=[C:4]2[N:8]([C@@H:12]3[CH2:16][CH2:15][N:14]([C:17](=[O:27])/[CH:18]=[CH:19]/[CH2:20][N:21]([CH:23]4[CH2:26][CH2:25][CH2:24]4)[CH3:22])[CH2:13]3)[N:9]=[C:10]([C:32]3[CH:33]=[CH:34][C:29]([Cl:28])=[CH:30][CH:31]=3)[C:3]=12. The catalyst class is: 622. Reactant: [NH2:1][C:2]1[N:7]=[CH:6][N:5]=[C:4]2[N:8]([C@@H:12]3[CH2:16][CH2:15][N:14]([C:17](=[O:27])/[CH:18]=[CH:19]/[CH2:20][N:21]([CH:23]4[CH2:26][CH2:25][CH2:24]4)[CH3:22])[CH2:13]3)[N:9]=[C:10](I)[C:3]=12.[Cl:28][C:29]1[CH:34]=[CH:33][C:32](B(O)O)=[CH:31][CH:30]=1. (7) Reactant: O1CCCC1.[F:6][C:7]1[CH:23]=[CH:22][C:10]([O:11][C:12]2[S:16][C:15]([CH2:17][C:18](Cl)=[N:19][OH:20])=[CH:14][CH:13]=2)=[CH:9][CH:8]=1.[C:24]([C:26]1[C:27]([NH2:32])=[N:28][CH:29]=[CH:30][CH:31]=1)#[CH:25].C(N(CC)CC)C. Product: [F:6][C:7]1[CH:23]=[CH:22][C:10]([O:11][C:12]2[S:16][C:15]([CH2:17][C:18]3[CH:25]=[C:24]([C:26]4[C:27]([NH2:32])=[N:28][CH:29]=[CH:30][CH:31]=4)[O:20][N:19]=3)=[CH:14][CH:13]=2)=[CH:9][CH:8]=1. The catalyst class is: 6.